The task is: Binary Classification. Given a miRNA mature sequence and a target amino acid sequence, predict their likelihood of interaction.. This data is from Experimentally validated miRNA-target interactions with 360,000+ pairs, plus equal number of negative samples. (1) The miRNA is hsa-miR-10b-5p with sequence UACCCUGUAGAACCGAAUUUGUG. The protein sequence of the target gene is MASKCPKCDKTVYFAEKVSSLGKDWHKFCLKCERCSKTLTPGGHAEHDGKPFCHKPCYATLFGPKGVNIGGAGSYIYEKPLAEGPQVTGPIEVPAARAEERKASGPPKGPSRASSVTTFTGEPNTCPRCSKKVYFAEKVTSLGKDWHRPCLRCERCGKTLTPGGHAEHDGQPYCHKPCYGILFGPKGVNTGAVGSYIYDRDPEGKVQP. Result: 0 (no interaction). (2) The miRNA is mmu-miR-466m-3p with sequence UACAUACACACAUACACACGCA. The protein sequence of the target gene is MISTARVPADKPVRIAFSLNDASDDTPPEDSIPLVFPELDQQLQPLPPCHDSEESMEVFKQHCQIAEEYHEVKKEITLLEQRKKELIAKLDQAEKEKVDAAELVREFEALTEENRTLRLAQSQCVEQLEKLRIQYQKRQGSS. Result: 0 (no interaction). (3) The miRNA is mmu-miR-7234-5p with sequence UUGUUUUCUCCAAAGACGUUUCU. The protein sequence of the target gene is MSRPSSTGPSANKPCSKQPPPPQTPHAPSPAAPPAAATISAAGPGSSAVPAAAAVISGPGAGGGADPVSPQHHELTSLFECPVCFDYVLPPILQCQAGHLVCNQCRQKLSCCPTCRGALTPSIRNLAMEKVASAVLFPCKYATTGCSLTLHHTEKPEHEDICEYRPYSCPCPGASCKWQGSLEAVMSHLMHAHKSITTLQGEDIVFLATDINLPGAVDWVMMQSCFGHHFMLVLEKQEKYEGHQQFFAIVLLIGTRKQAENFAYRLELNGNRRRLTWEATPRSIHDGVAAAIMNSDCLVF.... Result: 0 (no interaction). (4) The protein sequence of the target gene is MHYIKTWSLLGEMSEKLRRCRKELTAAIDRAFEGVSYSQECTGQQRLELSAAPLSFSLPVHRLLCRRHPLAACSSAAPFAAVPCAPENENPAFATNHAPVNAKPHALCPERKPLTSKENVLMHSSILAPERESWRTAGEGENWRKENLRKDMERDLKADSNMPLNNSSQEVTKDLLDMIDHTSIRTIEELAGKIEFENELNHMCGHCQDSPFKEEAWALLMDKSPQKATDADPGSLKQAFDDHNIVETVLDLEEDYNVMTSFKYQIE. The miRNA is mmu-miR-19b-3p with sequence UGUGCAAAUCCAUGCAAAACUGA. Result: 0 (no interaction). (5) The miRNA is mmu-miR-10b-5p with sequence UACCCUGUAGAACCGAAUUUGUG. The protein sequence of the target gene is MGLRAAPSSAAAAAAEVEQRRSPGLCPPPLELLLLLLFSLGLLHAGDCQQPAQCRIQKCTTDFVSLTSHLNSAVDGFDSEFCKALRAYAGCTQRTSKACRGNLVYHSAVLGISDLMSQRNCSKDGPTSSTNPEVTHDPCNYHSHAGAREHRRGDQNPPSYLFCGLFGDPHLRTFKDNFQTCKVEGAWPLIDNNYLSVQVTNVPVVPGSSATATNKITIIFKAHHECTDQKVYQAVTDDLPAAFVDGTTSGGDSDAKSLRIVERESGHYVEMHARYIGTTVFVRQVGRYLTLAIRMPEDLA.... Result: 0 (no interaction).